Dataset: Cav3 T-type calcium channel HTS with 100,875 compounds. Task: Binary Classification. Given a drug SMILES string, predict its activity (active/inactive) in a high-throughput screening assay against a specified biological target. (1) The compound is Clc1cc(C(=O)COC(=O)c2cccnc2Cl)ccc1. The result is 0 (inactive). (2) The molecule is o1c(C(=O)Nc2c(cccc2)C(=O)N)ccc1C. The result is 0 (inactive). (3) The molecule is S1CCC(NC(=O)c2sccc2)=C1C(OC)=O. The result is 0 (inactive).